From a dataset of Full USPTO retrosynthesis dataset with 1.9M reactions from patents (1976-2016). Predict the reactants needed to synthesize the given product. Given the product [N:28]([CH2:2][CH2:3][CH2:4][S:5]([O:8][CH2:9][C:10]([CH3:27])([CH3:26])[C@@H:11]([O:18][CH2:19][C:20]1[CH:25]=[CH:24][CH:23]=[CH:22][CH:21]=1)[C:12]([O:14][CH:15]([CH3:17])[CH3:16])=[O:13])(=[O:7])=[O:6])=[N+:29]=[N-:30], predict the reactants needed to synthesize it. The reactants are: Cl[CH2:2][CH2:3][CH2:4][S:5]([O:8][CH2:9][C:10]([CH3:27])([CH3:26])[C@@H:11]([O:18][CH2:19][C:20]1[CH:25]=[CH:24][CH:23]=[CH:22][CH:21]=1)[C:12]([O:14][CH:15]([CH3:17])[CH3:16])=[O:13])(=[O:7])=[O:6].[N-:28]=[N+:29]=[N-:30].[Na+].